Predict the reactants needed to synthesize the given product. From a dataset of Full USPTO retrosynthesis dataset with 1.9M reactions from patents (1976-2016). (1) Given the product [CH2:1]([O:3][C:4](=[O:20])[CH:5]([O:18][CH3:19])[CH2:6][C:7]1[CH:12]=[CH:11][C:10]([O:13][CH2:14][CH2:15][CH2:16][O:17][C:36]2[CH:35]=[CH:34][C:33]([C:30]3[CH:31]=[CH:32][C:27]([O:26][Si:25]([C:21]([CH3:24])([CH3:23])[CH3:22])([CH3:40])[CH3:41])=[CH:28][CH:29]=3)=[CH:38][CH:37]=2)=[CH:9][CH:8]=1)[CH3:2], predict the reactants needed to synthesize it. The reactants are: [CH2:1]([O:3][C:4](=[O:20])[C@@H:5]([O:18][CH3:19])[CH2:6][C:7]1[CH:12]=[CH:11][C:10]([O:13][CH2:14][CH2:15][CH2:16][OH:17])=[CH:9][CH:8]=1)[CH3:2].[C:21]([Si:25]([CH3:41])([CH3:40])[O:26][C:27]1[CH:32]=[CH:31][C:30]([C:33]2[CH:38]=[CH:37][C:36](O)=[CH:35][CH:34]=2)=[CH:29][CH:28]=1)([CH3:24])([CH3:23])[CH3:22].CC(OC(/N=N/C(OC(C)C)=O)=O)C. (2) Given the product [CH2:18]([N:13]1[C:12]([C:33]2[CH:34]=[CH:35][C:30]([CH2:28][CH3:29])=[CH:31][CH:32]=2)=[C:11]2[C:15]([CH2:16][CH2:17][NH:8][CH2:9][CH2:10]2)=[N:14]1)[CH3:19], predict the reactants needed to synthesize it. The reactants are: C(OC([N:8]1[CH2:17][CH2:16][C:15]2[C:11](=[C:12](OS(C(F)(F)F)(=O)=O)[N:13]([CH2:18][CH3:19])[N:14]=2)[CH2:10][CH2:9]1)=O)(C)(C)C.[CH2:28]([C:30]1[CH:35]=[CH:34][C:33](B(O)O)=[CH:32][CH:31]=1)[CH3:29]. (3) Given the product [F:18][C:19]1[CH:24]=[CH:23][C:22]([C:2]2[CH:7]=[CH:6][C:5]([C:8]3([CH2:14][NH:15][CH:16]=[O:17])[CH2:13][CH2:12][CH2:11][CH2:10][CH2:9]3)=[CH:4][CH:3]=2)=[CH:21][CH:20]=1, predict the reactants needed to synthesize it. The reactants are: Br[C:2]1[CH:7]=[CH:6][C:5]([C:8]2([CH2:14][NH:15][CH:16]=[O:17])[CH2:13][CH2:12][CH2:11][CH2:10][CH2:9]2)=[CH:4][CH:3]=1.[F:18][C:19]1[CH:24]=[CH:23][C:22](B(O)O)=[CH:21][CH:20]=1. (4) Given the product [F:8][C:9]1[CH:10]=[CH:11][C:12]([C:15]2[C@H:16]([O:28][C:29](=[O:34])[C:30]([CH3:31])([CH3:32])[CH3:33])[CH2:17][N:18]([C:21]([O:23][C:24]([CH3:27])([CH3:26])[CH3:25])=[O:22])[CH2:19][CH:20]=2)=[CH:13][CH:14]=1, predict the reactants needed to synthesize it. The reactants are: C1(C)C=CC=CC=1.[F:8][C:9]1[CH:14]=[CH:13][C:12]([C@:15]2(O)[CH2:20][CH2:19][N:18]([C:21]([O:23][C:24]([CH3:27])([CH3:26])[CH3:25])=[O:22])[CH2:17][C@H:16]2[O:28][C:29](=[O:34])[C:30]([CH3:33])([CH3:32])[CH3:31])=[CH:11][CH:10]=1.C([N+](CC)(CC)S(NC(=O)OC)(=O)=O)C. (5) Given the product [Cl:32][C:33]1[CH:40]=[CH:39][C:36]([CH2:37][NH:38][C:3](=[O:4])[C:2]([F:7])([F:1])[CH3:6])=[CH:35][C:34]=1[NH:41][C:42]1[N:46]([CH3:47])[C:45]2[CH:48]=[C:49]([N:53]3[CH2:54][CH2:55][CH:56]([C:59]([F:61])([F:60])[F:62])[CH2:57][CH2:58]3)[C:50]([Cl:52])=[CH:51][C:44]=2[N:43]=1, predict the reactants needed to synthesize it. The reactants are: [F:1][C:2]([F:7])([CH3:6])[C:3](O)=[O:4].CN(C(ON1N=NC2C=CC=CC1=2)=[N+](C)C)C.F[P-](F)(F)(F)(F)F.[Cl:32][C:33]1[CH:40]=[CH:39][C:36]([CH2:37][NH2:38])=[CH:35][C:34]=1[NH:41][C:42]1[N:46]([CH3:47])[C:45]2[CH:48]=[C:49]([N:53]3[CH2:58][CH2:57][CH:56]([C:59]([F:62])([F:61])[F:60])[CH2:55][CH2:54]3)[C:50]([Cl:52])=[CH:51][C:44]=2[N:43]=1. (6) Given the product [CH3:55][S:56][C:57]1[CH:64]=[CH:63][C:60]([CH2:1][N:2]2[C:10]3[C:5](=[CH:6][C:7]([S:11]([N:14]4[CH2:17][CH2:16][C@H:15]4[CH2:19][O:20][C:21]4[CH:26]=[CH:25][CH:24]=[CH:23][CH:22]=4)(=[O:13])=[O:12])=[CH:8][CH:9]=3)[C:4](=[O:27])[C:3]2=[O:28])=[CH:59][CH:58]=1, predict the reactants needed to synthesize it. The reactants are: [CH3:1][N:2]1[C:10]2[C:5](=[CH:6][C:7]([S:11]([N:14]3C[CH2:17][CH2:16][C@H:15]3[CH2:19][O:20][C:21]3[CH:26]=[CH:25][CH:24]=[CH:23][CH:22]=3)(=[O:13])=[O:12])=[CH:8][CH:9]=2)[C:4](=[O:27])[C:3]1=[O:28].O(C[C@@H]1CCN1S(C1C=C2C(=CC=1)NC(=O)C2=O)(=O)=O)C1C=CC=CC=1.[CH3:55][S:56][C:57]1[CH:64]=[CH:63][C:60](CBr)=[CH:59][CH:58]=1. (7) The reactants are: [C:1]([C:4]1[CH:14]=[CH:13][C:7]([C:8]([O:10][CH2:11][CH3:12])=[O:9])=[CH:6][CH:5]=1)(=[O:3])[CH3:2].[Br-:15].[Br-].[Br-].[NH+]1C=CC=CC=1.[NH+]1C=CC=CC=1.[NH+]1C=CC=CC=1.Br. Given the product [Br:15][CH2:2][C:1]([C:4]1[CH:14]=[CH:13][C:7]([C:8]([O:10][CH2:11][CH3:12])=[O:9])=[CH:6][CH:5]=1)=[O:3], predict the reactants needed to synthesize it. (8) The reactants are: C[N:2]1[CH2:7][CH2:6][O:5][CH2:4][CH2:3]1.ClC(OCC(C)C)=O.[CH:16]1[CH:21]=CC(C(N)C(N)=O)=[CH:18][CH:17]=1.CC[N:29](CC)CC. Given the product [C:7]1([NH:2][CH2:3][C:4]([NH2:29])=[O:5])[CH:6]=[CH:18][CH:17]=[CH:16][CH:21]=1, predict the reactants needed to synthesize it.